From a dataset of Catalyst prediction with 721,799 reactions and 888 catalyst types from USPTO. Predict which catalyst facilitates the given reaction. (1) Product: [CH3:1][O:2][C:3]1[CH:4]=[C:5]([C:9]2[C:10]([C:15]3[CH:20]=[CH:19][N:18]=[CH:17][CH:16]=3)=[C:11]3[S:14][CH2:28][CH2:29][N:12]3[N:13]=2)[CH:6]=[CH:7][CH:8]=1. The catalyst class is: 3. Reactant: [CH3:1][O:2][C:3]1[CH:4]=[C:5]([C:9]2[C:10]([C:15]3[CH:20]=[CH:19][N:18]=[CH:17][CH:16]=3)=[C:11]([SH:14])[NH:12][N:13]=2)[CH:6]=[CH:7][CH:8]=1.C(=O)([O-])[O-].[K+].[K+].Br[CH2:28][CH2:29]Br. (2) Reactant: [F:1][C:2]([F:54])([F:53])[C:3]1[CH:4]=[C:5]([C:13]([CH3:52])([CH3:51])[C:14]([N:16]([C:18]2[CH:19]=[N:20][C:21]([N:32]3[C@H:41]([CH2:42][O:43][Si](C(C)(C)C)(C)C)[CH2:40][N:39]4[C@H:34]([CH2:35][O:36][CH2:37][CH2:38]4)[CH2:33]3)=[CH:22][C:23]=2[C:24]2[CH:29]=[CH:28][C:27]([F:30])=[CH:26][C:25]=2[Cl:31])[CH3:17])=[O:15])[CH:6]=[C:7]([C:9]([F:12])([F:11])[F:10])[CH:8]=1.Cl. Product: [F:54][C:2]([F:1])([F:53])[C:3]1[CH:4]=[C:5]([C:13]([CH3:52])([CH3:51])[C:14]([N:16]([C:18]2[CH:19]=[N:20][C:21]([N:32]3[C@H:41]([CH2:42][OH:43])[CH2:40][N:39]4[C@H:34]([CH2:35][O:36][CH2:37][CH2:38]4)[CH2:33]3)=[CH:22][C:23]=2[C:24]2[CH:29]=[CH:28][C:27]([F:30])=[CH:26][C:25]=2[Cl:31])[CH3:17])=[O:15])[CH:6]=[C:7]([C:9]([F:12])([F:11])[F:10])[CH:8]=1. The catalyst class is: 5. (3) Reactant: [NH2:1][CH2:2][C:3]1[CH:16]=[CH:15][C:14]2[O:13][C:12]3[C:7]4=[C:8]([C:17](=[O:20])[NH:18][N:19]=[C:6]4[C:5]=2[CH:4]=1)[CH:9]=[CH:10][CH:11]=3.[P:21](Cl)([O:26][CH2:27][CH3:28])([O:23][CH2:24][CH3:25])=[O:22]. Product: [CH2:24]([O:23][P:21]([NH:1][CH2:2][C:3]1[CH:16]=[CH:15][C:14]2[O:13][C:12]3[C:7]4=[C:8]([C:17](=[O:20])[NH:18][N:19]=[C:6]4[C:5]=2[CH:4]=1)[CH:9]=[CH:10][CH:11]=3)(=[O:22])[O:26][CH2:27][CH3:28])[CH3:25]. The catalyst class is: 3. (4) Reactant: [OH:1][C:2]1[C:10]2[N:9]=[C:8]([CH3:11])[N:7](C(OC(C)(C)C)=O)[C:6]=2[CH:5]=[C:4]([C:19]([O:21]C)=[O:20])[CH:3]=1.[F:23][C:24]1[CH:33]=[C:32]([F:34])[CH:31]=[C:30]2[C:25]=1[CH:26](O)[CH2:27][CH2:28][O:29]2.C1(P(C2C=CC=CC=2)C2C=CC=CC=2)C=CC=CC=1.N(C(OC(C)C)=O)=NC(OC(C)C)=O.[OH-].[Li+]. Product: [F:23][C:24]1[CH:33]=[C:32]([F:34])[CH:31]=[C:30]2[C:25]=1[CH:26]([O:1][C:2]1[C:10]3[N:9]=[C:8]([CH3:11])[NH:7][C:6]=3[CH:5]=[C:4]([C:19]([OH:21])=[O:20])[CH:3]=1)[CH2:27][CH2:28][O:29]2. The catalyst class is: 359. (5) Reactant: [Cl:1][C:2]1[CH:3]=[C:4]2[C:24](=[CH:25][CH:26]=1)[C:12]1[NH:13][C:14]([C:16]3[C:21]([F:22])=[CH:20][CH:19]=[CH:18][C:17]=3[Cl:23])=[N:15][C:11]=1[C:10]1[CH:9]=[CH:8][C:7]([C:27]#[N:28])=[CH:6][C:5]2=1.[Cl-].[NH4+].[N-:31]=[N+:32]=[N-:33].[Na+]. Product: [Cl:1][C:2]1[CH:3]=[C:4]2[C:24](=[CH:25][CH:26]=1)[C:12]1[NH:13][C:14]([C:16]3[C:21]([F:22])=[CH:20][CH:19]=[CH:18][C:17]=3[Cl:23])=[N:15][C:11]=1[C:10]1[CH:9]=[CH:8][C:7]([C:27]3[NH:33][N:32]=[N:31][N:28]=3)=[CH:6][C:5]2=1. The catalyst class is: 3. (6) Reactant: [NH:1]1[C:9]2[C:4](=[CH:5][CH:6]=[CH:7][CH:8]=2)[CH:3]=[C:2]1[C:10]([OH:12])=O.CC[N:15]([CH:19]([CH3:21])[CH3:20])[CH:16]([CH3:18])C.[CH3:22][N:23](C(ON1N=NC2C=CC=NC1=2)=[N+](C)C)[CH3:24].F[P-](F)(F)(F)(F)F.[CH:46]1C=NC2N(O)N=NC=2C=1.[NH2:56][C:57]1[C:58]([O:72][CH3:73])=[C:59]([NH:67][S:68]([CH3:71])(=[O:70])=[O:69])[CH:60]=[C:61]([C:63]([CH3:66])([CH3:65])[CH3:64])[CH:62]=1.CN([CH:77]=[O:78])C. Product: [C:63]([C:61]1[CH:60]=[C:59]([NH:67][S:68]([CH3:71])(=[O:70])=[O:69])[C:58]([O:72][CH3:73])=[C:57]([NH:56][C:10]([C:2]2[N:1]([CH3:46])[C:9]3[C:4]([CH:3]=2)=[CH:5][CH:6]=[CH:7][C:8]=3[O:78][C:77]2[CH:18]=[CH:16][N:15]=[C:19]([CH2:20][N:23]([CH3:24])[CH3:22])[CH:21]=2)=[O:12])[CH:62]=1)([CH3:65])([CH3:66])[CH3:64]. The catalyst class is: 25. (7) Reactant: Cl[C:2]1[C:7]([CH2:8][CH:9]([O:13][CH2:14][CH3:15])[O:10][CH2:11][CH3:12])=[C:6]([Cl:16])[N:5]=[CH:4][N:3]=1.[Cl-].[OH:18][C@@H:19]1[C@H:23]([OH:24])[C@@H:22]([CH2:25][OH:26])[CH2:21][C@H:20]1[NH3+:27].CCN(CC)CC. Product: [Cl:16][C:6]1[N:5]=[CH:4][N:3]=[C:2]([NH:27][C@@H:20]2[CH2:21][C@H:22]([CH2:25][OH:26])[C@@H:23]([OH:24])[C@H:19]2[OH:18])[C:7]=1[CH2:8][CH:9]([O:13][CH2:14][CH3:15])[O:10][CH2:11][CH3:12]. The catalyst class is: 8.